From a dataset of NCI-60 drug combinations with 297,098 pairs across 59 cell lines. Regression. Given two drug SMILES strings and cell line genomic features, predict the synergy score measuring deviation from expected non-interaction effect. (1) Drug 1: C1=CC=C(C(=C1)C(C2=CC=C(C=C2)Cl)C(Cl)Cl)Cl. Synergy scores: CSS=34.4, Synergy_ZIP=1.15, Synergy_Bliss=0.856, Synergy_Loewe=-23.8, Synergy_HSA=-1.63. Cell line: RPMI-8226. Drug 2: B(C(CC(C)C)NC(=O)C(CC1=CC=CC=C1)NC(=O)C2=NC=CN=C2)(O)O. (2) Drug 1: C1CN1P(=S)(N2CC2)N3CC3. Drug 2: CC=C1C(=O)NC(C(=O)OC2CC(=O)NC(C(=O)NC(CSSCCC=C2)C(=O)N1)C(C)C)C(C)C. Cell line: DU-145. Synergy scores: CSS=62.0, Synergy_ZIP=3.79, Synergy_Bliss=3.42, Synergy_Loewe=-21.8, Synergy_HSA=0.354. (3) Drug 1: CC1OCC2C(O1)C(C(C(O2)OC3C4COC(=O)C4C(C5=CC6=C(C=C35)OCO6)C7=CC(=C(C(=C7)OC)O)OC)O)O. Drug 2: CCCS(=O)(=O)NC1=C(C(=C(C=C1)F)C(=O)C2=CNC3=C2C=C(C=N3)C4=CC=C(C=C4)Cl)F. Cell line: TK-10. Synergy scores: CSS=25.4, Synergy_ZIP=-7.90, Synergy_Bliss=-4.54, Synergy_Loewe=-6.28, Synergy_HSA=-2.52. (4) Drug 1: CC(CN1CC(=O)NC(=O)C1)N2CC(=O)NC(=O)C2. Drug 2: CNC(=O)C1=NC=CC(=C1)OC2=CC=C(C=C2)NC(=O)NC3=CC(=C(C=C3)Cl)C(F)(F)F. Cell line: OVCAR-5. Synergy scores: CSS=30.0, Synergy_ZIP=-7.70, Synergy_Bliss=-4.70, Synergy_Loewe=-13.5, Synergy_HSA=-5.37. (5) Drug 1: COC1=C(C=C2C(=C1)N=CN=C2NC3=CC(=C(C=C3)F)Cl)OCCCN4CCOCC4. Drug 2: CC12CCC3C(C1CCC2OP(=O)(O)O)CCC4=C3C=CC(=C4)OC(=O)N(CCCl)CCCl.[Na+]. Cell line: EKVX. Synergy scores: CSS=20.6, Synergy_ZIP=-3.54, Synergy_Bliss=-5.96, Synergy_Loewe=-20.8, Synergy_HSA=-5.12. (6) Drug 1: CC12CCC3C(C1CCC2O)C(CC4=C3C=CC(=C4)O)CCCCCCCCCS(=O)CCCC(C(F)(F)F)(F)F. Drug 2: CN(CCCl)CCCl.Cl. Cell line: BT-549. Synergy scores: CSS=23.7, Synergy_ZIP=-7.30, Synergy_Bliss=-1.57, Synergy_Loewe=-5.54, Synergy_HSA=0.983. (7) Drug 1: C1=CC(=CC=C1CCCC(=O)O)N(CCCl)CCCl. Drug 2: C#CCC(CC1=CN=C2C(=N1)C(=NC(=N2)N)N)C3=CC=C(C=C3)C(=O)NC(CCC(=O)O)C(=O)O. Cell line: NCI/ADR-RES. Synergy scores: CSS=18.3, Synergy_ZIP=-6.05, Synergy_Bliss=2.02, Synergy_Loewe=1.91, Synergy_HSA=1.73. (8) Drug 1: C1=CC(=C2C(=C1NCCNCCO)C(=O)C3=C(C=CC(=C3C2=O)O)O)NCCNCCO. Drug 2: CC1=C(C(=O)C2=C(C1=O)N3CC4C(C3(C2COC(=O)N)OC)N4)N. Cell line: MOLT-4. Synergy scores: CSS=89.2, Synergy_ZIP=3.97, Synergy_Bliss=3.58, Synergy_Loewe=1.38, Synergy_HSA=5.45. (9) Drug 1: CCN(CC)CCCC(C)NC1=C2C=C(C=CC2=NC3=C1C=CC(=C3)Cl)OC. Drug 2: CC1C(C(CC(O1)OC2CC(CC3=C2C(=C4C(=C3O)C(=O)C5=CC=CC=C5C4=O)O)(C(=O)C)O)N)O. Cell line: HL-60(TB). Synergy scores: CSS=37.8, Synergy_ZIP=-4.44, Synergy_Bliss=-8.72, Synergy_Loewe=-28.4, Synergy_HSA=-6.68. (10) Drug 1: C1=CC(=CC=C1CCCC(=O)O)N(CCCl)CCCl. Drug 2: C#CCC(CC1=CN=C2C(=N1)C(=NC(=N2)N)N)C3=CC=C(C=C3)C(=O)NC(CCC(=O)O)C(=O)O. Cell line: K-562. Synergy scores: CSS=21.7, Synergy_ZIP=-13.1, Synergy_Bliss=-23.6, Synergy_Loewe=-38.0, Synergy_HSA=-21.6.